This data is from Catalyst prediction with 721,799 reactions and 888 catalyst types from USPTO. The task is: Predict which catalyst facilitates the given reaction. (1) Reactant: [Br:1][C:2]1[CH:7]=[CH:6][C:5]([NH2:8])=[CH:4][CH:3]=1.[C:9]([O-])([O-])=O.[K+].[K+].CI.O. Product: [Br:1][C:2]1[CH:7]=[CH:6][C:5]([NH:8][CH3:9])=[CH:4][CH:3]=1. The catalyst class is: 1. (2) Reactant: [C:1]([NH:5][S:6]([C:9]1[CH:17]=[C:16]2[C:12]([C:13]([CH:18]3[CH2:23][CH2:22][CH2:21][CH2:20][CH2:19]3)=[CH:14][NH:15]2)=[CH:11][CH:10]=1)(=[O:8])=[O:7])([CH3:4])([CH3:3])[CH3:2].[BrH:24].[NH+]1C=CC=CC=1.S([O-])(O)=O.[Na+]. Product: [C:1]([NH:5][S:6]([C:9]1[CH:17]=[C:16]2[C:12]([C:13]([CH:18]3[CH2:23][CH2:22][CH2:21][CH2:20][CH2:19]3)=[C:14]([Br:24])[NH:15]2)=[CH:11][CH:10]=1)(=[O:7])=[O:8])([CH3:4])([CH3:2])[CH3:3]. The catalyst class is: 22. (3) Reactant: [CH:1]([C:3]1[C:4]([CH3:12])=[C:5]([C:8]([F:11])=[CH:9][CH:10]=1)[C:6]#[N:7])=[CH2:2].C1C=C(Cl)C=C(C(OO)=[O:21])C=1. Product: [F:11][C:8]1[C:5]([C:6]#[N:7])=[C:4]([CH3:12])[C:3]([CH:1]2[CH2:2][O:21]2)=[CH:10][CH:9]=1. The catalyst class is: 2. (4) Reactant: [Cl:1][C:2]1[CH:3]=[C:4](I)[CH:5]=[C:6]([Cl:8])[CH:7]=1.[NH:10]1[CH2:15][CH2:14][O:13][CH2:12][CH2:11]1.C1C=CC(P(C2C=CC3C(=CC=CC=3)C=2C2C3C(=CC=CC=3)C=CC=2P(C2C=CC=CC=2)C2C=CC=CC=2)C2C=CC=CC=2)=CC=1.CC(C)([O-])C.[Na+]. Product: [Cl:1][C:2]1[CH:3]=[C:4]([N:10]2[CH2:15][CH2:14][O:13][CH2:12][CH2:11]2)[CH:5]=[C:6]([Cl:8])[CH:7]=1. The catalyst class is: 443. (5) Reactant: [Cl:1][C:2]1[C:3]([C:13](=O)[CH2:14][Cl:15])=[CH:4][C:5]([CH3:12])=[C:6]([NH:8][C:9](=[O:11])[CH3:10])[CH:7]=1.C([SiH](CC)CC)C. Product: [Cl:1][C:2]1[C:3]([CH2:13][CH2:14][Cl:15])=[CH:4][C:5]([CH3:12])=[C:6]([NH:8][C:9](=[O:11])[CH3:10])[CH:7]=1. The catalyst class is: 55. (6) Reactant: [Br:1][C:2]1[CH:7]=[CH:6][C:5]([C:8]([NH:10][C:11]([CH:13]2[CH2:18][CH2:17][CH2:16][CH2:15][CH2:14]2)=O)=S)=[CH:4][CH:3]=1.O1CCOCC1.[CH3:25][NH:26][NH2:27]. Product: [Br:1][C:2]1[CH:7]=[CH:6][C:5]([C:8]2[N:10]=[C:11]([CH:13]3[CH2:18][CH2:17][CH2:16][CH2:15][CH2:14]3)[N:26]([CH3:25])[N:27]=2)=[CH:4][CH:3]=1. The catalyst class is: 6. (7) Reactant: [CH2:1]([N:3]1[C:8]2[CH:9]=[N:10][C:11]([C:13]([O:15]C)=[O:14])=[CH:12][C:7]=2[C:6](=[O:17])[N:5]([CH2:18][CH3:19])[C:4]1=[O:20])[CH3:2].O.[OH-].[Li+].C(O)(=O)CC(CC(O)=O)(C(O)=O)O. Product: [CH2:1]([N:3]1[C:8]2[CH:9]=[N:10][C:11]([C:13]([OH:15])=[O:14])=[CH:12][C:7]=2[C:6](=[O:17])[N:5]([CH2:18][CH3:19])[C:4]1=[O:20])[CH3:2]. The catalyst class is: 20.